From a dataset of Forward reaction prediction with 1.9M reactions from USPTO patents (1976-2016). Predict the product of the given reaction. Given the reactants [Br:1][C:2]1[CH:3]=[CH:4][C:5](F)=[N:6][CH:7]=1.Cl.[NH:10]1[CH2:13][CH:12]([OH:14])[CH2:11]1.N12CCCN=C1CCCCC2, predict the reaction product. The product is: [Br:1][C:2]1[CH:3]=[CH:4][C:5]([N:10]2[CH2:13][CH:12]([OH:14])[CH2:11]2)=[N:6][CH:7]=1.